The task is: Predict the reactants needed to synthesize the given product.. This data is from Full USPTO retrosynthesis dataset with 1.9M reactions from patents (1976-2016). Given the product [CH2:1]([C@H:3]1[N:12]([C:13](=[O:22])[C:14]2[CH:19]=[CH:18][C:17]([O:20][CH3:21])=[CH:16][CH:15]=2)[C:11]2[C:6](=[CH:7][CH:8]=[C:9]([F:23])[CH:10]=2)[N:5]([CH3:25])[C:4]1=[O:24])[CH3:2], predict the reactants needed to synthesize it. The reactants are: [CH2:1]([C@H:3]1[N:12]([C:13](=[O:22])[C:14]2[CH:19]=[CH:18][C:17]([O:20][CH3:21])=[CH:16][CH:15]=2)[C:11]2[C:6](=[CH:7][CH:8]=[C:9]([F:23])[CH:10]=2)[NH:5][C:4]1=[O:24])[CH3:2].[CH2:25]([C@H]1N(C(=O)C2C=CC=C(OC)C=2)C2C(=CC(F)=CC=2)N(C)C1=O)C.